Dataset: Catalyst prediction with 721,799 reactions and 888 catalyst types from USPTO. Task: Predict which catalyst facilitates the given reaction. (1) Reactant: [C:1]([NH:6][C:7]1[C:16](=[O:17])[C:15]2[N:14]=[C:13]([CH3:18])[CH:12]=[CH:11][C:10]=2[C:9](=[O:19])[CH:8]=1)(=[O:5])[CH2:2][CH2:3][CH3:4].[Se](=O)=[O:21]. Product: [C:1]([NH:6][C:7]1[C:16](=[O:17])[C:15]2[N:14]=[C:13]([CH:18]=[O:21])[CH:12]=[CH:11][C:10]=2[C:9](=[O:19])[CH:8]=1)(=[O:5])[CH2:2][CH2:3][CH3:4]. The catalyst class is: 6. (2) Reactant: C([N:8](CC1C=CC=CC=1)[C@H:9]([CH3:17])[C@:10]([CH3:16])([OH:15])[C:11]([F:14])([F:13])[F:12])C1C=CC=CC=1.O. Product: [NH2:8][C@H:9]([CH3:17])[C@:10]([CH3:16])([OH:15])[C:11]([F:14])([F:13])[F:12]. The catalyst class is: 5. (3) Reactant: [C:1]([OH:7])(=O)[CH2:2][CH2:3][CH:4]=[CH2:5].[NH2:8][C@H:9]([C:30]1[CH:35]=[CH:34][CH:33]=[CH:32][CH:31]=1)[CH2:10][N:11]([CH3:29])[C:12](=[O:28])[C@H:13]([CH2:17][C:18](=[O:27])[CH2:19][C:20]1[CH:25]=[CH:24][C:23]([Cl:26])=[CH:22][CH:21]=1)[CH2:14][CH:15]=[CH2:16]. Product: [Cl:26][C:23]1[CH:24]=[CH:25][C:20]([CH2:19][C:18](=[O:27])[CH2:17][C@H:13]([CH2:14][CH:15]=[CH2:16])[C:12]([N:11]([CH3:29])[CH2:10][C@H:9]([NH:8][C:1](=[O:7])[CH2:2][CH2:3][CH:4]=[CH2:5])[C:30]2[CH:31]=[CH:32][CH:33]=[CH:34][CH:35]=2)=[O:28])=[CH:21][CH:22]=1. The catalyst class is: 3. (4) Reactant: [C:1]([C:3]1[CH:8]=[CH:7][C:6]([NH:9][C:10](=[O:19])[CH2:11][CH:12]([CH3:18])[CH2:13][C:14]([O:16][CH3:17])=[O:15])=[CH:5][CH:4]=1)#[N:2].[H-].[Na+].[CH2:22](Br)[C:23]1[CH:28]=[CH:27][CH:26]=[CH:25][CH:24]=1.O. Product: [CH2:22]([N:9]([C:6]1[CH:5]=[CH:4][C:3]([C:1]#[N:2])=[CH:8][CH:7]=1)[C:10](=[O:19])[CH2:11][CH:12]([CH3:18])[CH2:13][C:14]([O:16][CH3:17])=[O:15])[C:23]1[CH:28]=[CH:27][CH:26]=[CH:25][CH:24]=1. The catalyst class is: 3.